From a dataset of Full USPTO retrosynthesis dataset with 1.9M reactions from patents (1976-2016). Predict the reactants needed to synthesize the given product. Given the product [CH2:14]([NH:16][C:17]([C:19]1[N:23]2[CH2:24][CH2:25][N:26]([C:11]([C:9]3[CH:10]=[C:5]4[N:4]=[CH:3][C:2]([Br:1])=[CH:7][N:6]4[N:8]=3)=[O:13])[CH:27]([CH3:28])[C:22]2=[CH:21][CH:20]=1)=[O:18])[CH3:15], predict the reactants needed to synthesize it. The reactants are: [Br:1][C:2]1[CH:3]=[N:4][C:5]2[N:6]([N:8]=[C:9]([C:11]([OH:13])=O)[CH:10]=2)[CH:7]=1.[CH2:14]([NH:16][C:17]([C:19]1[N:23]2[CH2:24][CH2:25][NH:26][CH:27]([CH3:28])[C:22]2=[CH:21][CH:20]=1)=[O:18])[CH3:15].